Dataset: Forward reaction prediction with 1.9M reactions from USPTO patents (1976-2016). Task: Predict the product of the given reaction. (1) The product is: [Cl:33][C:29]1[CH:28]=[C:27]([CH:32]=[CH:31][CH:30]=1)[CH2:26][S:25][C:22]1[NH:23][C:16](=[O:18])[C:15]([O:14][CH:9]2[CH2:10][CH2:11][CH2:12][CH2:13][O:8]2)=[CH:3][N:24]=1. Given the reactants [H-].[Na+].[CH:3](OCC)=O.[O:8]1[CH2:13][CH2:12][CH2:11][CH2:10][CH:9]1[O:14][CH2:15][C:16]([O:18]CC)=O.Br.[C:22]([S:25][CH2:26][C:27]1[CH:32]=[CH:31][CH:30]=[C:29]([Cl:33])[CH:28]=1)(=[NH:24])[NH2:23], predict the reaction product. (2) Given the reactants C(OC([NH:8][CH2:9][CH2:10][NH:11][C:12]([C:14]1[CH:15]=[C:16]([S:20]([N:23]2[CH2:27][CH2:26][S:25][C@H:24]2[C:28]([O:30][C@H:31]([C:42]2[CH:47]=[CH:46][C:45]([O:48][CH:49]([F:51])[F:50])=[C:44]([O:52][CH2:53][CH:54]3[CH2:56][CH2:55]3)[CH:43]=2)[CH2:32][C:33]2[C:38]([Cl:39])=[CH:37][N+:36]([O-:40])=[CH:35][C:34]=2[Cl:41])=[O:29])(=[O:22])=[O:21])[CH:17]=[CH:18][CH:19]=1)=[O:13])=O)(C)(C)C.C(OCC)(=O)C, predict the reaction product. The product is: [ClH:39].[NH2:8][CH2:9][CH2:10][NH:11][C:12]([C:14]1[CH:15]=[C:16]([S:20]([N:23]2[CH2:27][CH2:26][S:25][C@H:24]2[C:28]([O:30][C@H:31]([C:42]2[CH:47]=[CH:46][C:45]([O:48][CH:49]([F:50])[F:51])=[C:44]([O:52][CH2:53][CH:54]3[CH2:56][CH2:55]3)[CH:43]=2)[CH2:32][C:33]2[C:38]([Cl:39])=[CH:37][N+:36]([O-:40])=[CH:35][C:34]=2[Cl:41])=[O:29])(=[O:21])=[O:22])[CH:17]=[CH:18][CH:19]=1)=[O:13]. (3) Given the reactants Br[C:2]1[CH:3]=[C:4]([NH:10][C:11]2[CH:19]=[C:14]3[CH2:15][NH:16][CH2:17][CH2:18][N:13]3[N:12]=2)[C:5](=[O:9])[N:6]([CH3:8])[CH:7]=1.[C:20]([O:23][CH2:24][C:25]1[C:30](B2OC(C)(C)C(C)(C)O2)=[CH:29][CH:28]=[CH:27][C:26]=1[N:40]1[CH2:52][CH2:51][N:43]2[C:44]3[CH2:45][CH2:46][CH2:47][CH2:48][C:49]=3[CH:50]=[C:42]2[C:41]1=[O:53])(=[O:22])[CH3:21].COCCOC.C(=O)([O-])[O-].[Na+].[Na+], predict the reaction product. The product is: [C:20]([O:23][CH2:24][C:25]1[C:26]([N:40]2[CH2:52][CH2:51][N:43]3[C:44]4[CH2:45][CH2:46][CH2:47][CH2:48][C:49]=4[CH:50]=[C:42]3[C:41]2=[O:53])=[CH:27][CH:28]=[CH:29][C:30]=1[C:2]1[CH:3]=[C:4]([NH:10][C:11]2[CH:19]=[C:14]3[CH2:15][NH:16][CH2:17][CH2:18][N:13]3[N:12]=2)[C:5](=[O:9])[N:6]([CH3:8])[CH:7]=1)(=[O:22])[CH3:21]. (4) The product is: [F:8][C:7]1[CH:6]=[CH:5][C:4]([N:9]2[C:17]3[CH:16]=[CH:15][N:14]([CH3:18])[C:13](=[O:19])[C:12]=3[N:11]=[CH:10]2)=[CH:3][C:2]=1[C:22]1[CH:21]=[N:20][CH:25]=[CH:24][CH:23]=1. Given the reactants Br[C:2]1[CH:3]=[C:4]([N:9]2[C:17]3[CH:16]=[CH:15][N:14]([CH3:18])[C:13](=[O:19])[C:12]=3[N:11]=[CH:10]2)[CH:5]=[CH:6][C:7]=1[F:8].[N:20]1[CH:25]=[CH:24][CH:23]=[C:22](B(O)O)[CH:21]=1, predict the reaction product. (5) Given the reactants Cl[CH2:2][C:3]([OH:5])=[O:4].[CH2:6]([NH:8][CH2:9][CH3:10])[CH3:7], predict the reaction product. The product is: [CH2:6]([N:8]([CH2:2][C:3]([OH:5])=[O:4])[CH2:9][CH3:10])[CH3:7]. (6) Given the reactants Br[C:2]1[CH:3]=[CH:4][CH:5]=[C:6]2[C:10]=1[NH:9][CH:8]=[CH:7]2.[Li]C(C)(C)C.[CH3:16][S:17]SC, predict the reaction product. The product is: [CH3:16][S:17][C:2]1[CH:3]=[CH:4][CH:5]=[C:6]2[C:10]=1[NH:9][CH:8]=[CH:7]2. (7) Given the reactants [CH:14]1[CH:19]=[CH:18][C:17](P([C:14]2[CH:19]=[CH:18][CH:17]=[CH:16][CH:15]=2)[C:14]2[CH:19]=[CH:18][CH:17]=[CH:16][CH:15]=2)=[CH:16][CH:15]=1.Br[C:21]1[C:30]2[CH2:29][CH2:28][CH2:27][CH2:26][C:25]=2[CH:24]=[C:23]2[C:31](=[O:35])[CH:32]([CH3:34])[CH2:33][C:22]=12.[C:36](OB(C1C=CC=CC=1)O)([CH3:39])([CH3:38])[CH3:37].C([O-])([O-])=O.[Na+].[Na+], predict the reaction product. The product is: [C:36]([C:14]1[CH:15]=[CH:16][C:17]([C:21]2[C:30]3[CH2:29][CH2:28][CH2:27][CH2:26][C:25]=3[CH:24]=[C:23]3[C:31](=[O:35])[CH:32]([CH3:34])[CH2:33][C:22]=23)=[CH:18][CH:19]=1)([CH3:39])([CH3:38])[CH3:37]. (8) Given the reactants [CH3:1][O:2][C:3]1[CH:4]=[C:5]2[C:10](=[CH:11][C:12]=1[O:13][CH3:14])[C:9]([CH3:15])=[N+:8]([O-])[CH:7]=[CH:6]2.CC([O-])=[O:19].[Na+].C(Cl)Cl.CO, predict the reaction product. The product is: [CH3:1][O:2][C:3]1[CH:4]=[C:5]2[C:10](=[CH:11][C:12]=1[O:13][CH3:14])[C:9]([CH3:15])=[N:8][CH:7]=[C:6]2[OH:19].